Dataset: Forward reaction prediction with 1.9M reactions from USPTO patents (1976-2016). Task: Predict the product of the given reaction. (1) The product is: [Cl:8][C:9]1[CH:14]=[C:13]([Cl:15])[CH:12]=[CH:11][C:10]=1[C:16]1[N:21]=[C:20]([NH:22][CH2:23][CH2:24][NH:25][C:30]2[S:31][C:32]([N+:35]([O-:37])=[O:36])=[CH:33][N:34]=2)[N:19]2[CH:26]=[CH:27][N:28]=[C:18]2[CH:17]=1. Given the reactants FC(F)(F)C(O)=O.[Cl:8][C:9]1[CH:14]=[C:13]([Cl:15])[CH:12]=[CH:11][C:10]=1[C:16]1[N:21]=[C:20]([NH:22][CH2:23][CH2:24][NH2:25])[N:19]2[CH:26]=[CH:27][N:28]=[C:18]2[CH:17]=1.Br[C:30]1[S:31][C:32]([N+:35]([O-:37])=[O:36])=[CH:33][N:34]=1.CCN(C(C)C)C(C)C, predict the reaction product. (2) Given the reactants C([O:5][C:6]([CH:8]1[NH:12][CH:11]([CH2:13][C:14]([CH3:17])([CH3:16])[CH3:15])[C:10]2([C:25]3[C:20](=[CH:21][C:22]([Br:26])=[CH:23][CH:24]=3)[NH:19][C:18]2=[O:27])[CH:9]1[C:28]1[CH:33]=[CH:32][CH:31]=[C:30]([Cl:34])[C:29]=1[F:35])=[O:7])(C)(C)C.[F:36][C:37]([F:42])([F:41])[C:38]([OH:40])=[O:39], predict the reaction product. The product is: [F:36][C:37]([F:42])([F:41])[C:38]([OH:40])=[O:39].[Br:26][C:22]1[CH:21]=[C:20]2[NH:19][C:18](=[O:27])[C:10]3([CH:9]([C:28]4[CH:33]=[CH:32][CH:31]=[C:30]([Cl:34])[C:29]=4[F:35])[CH:8]([C:6]([OH:7])=[O:5])[NH:12][CH:11]3[CH2:13][C:14]([CH3:16])([CH3:15])[CH3:17])[C:25]2=[CH:24][CH:23]=1. (3) Given the reactants C([O:3][C:4](=[O:32])[CH2:5][N:6]1[C:14]2[C:9](=[CH:10][CH:11]=[C:12]([CH2:15][C:16](=[O:31])[NH:17][CH2:18][C:19]#[C:20][C:21]3[CH:26]=[CH:25][C:24]([C:27]([F:30])([F:29])[F:28])=[CH:23][CH:22]=3)[CH:13]=2)[CH:8]=[CH:7]1)C.[Li+].[OH-], predict the reaction product. The product is: [F:29][C:27]([F:28])([F:30])[C:24]1[CH:25]=[CH:26][C:21]([C:20]#[C:19][CH2:18][NH:17][C:16]([CH2:15][C:12]2[CH:13]=[C:14]3[C:9]([CH:8]=[CH:7][N:6]3[CH2:5][C:4]([OH:32])=[O:3])=[CH:10][CH:11]=2)=[O:31])=[CH:22][CH:23]=1. (4) Given the reactants [CH3:1][O:2][C:3]1[CH:8]=[CH:7][C:6]([CH2:9][CH2:10][NH2:11])=[CH:5][CH:4]=1.[CH:12]1([CH:15]=O)[CH2:14][CH2:13]1, predict the reaction product. The product is: [CH:12]1([CH2:15][NH:11][CH2:10][CH2:9][C:6]2[CH:7]=[CH:8][C:3]([O:2][CH3:1])=[CH:4][CH:5]=2)[CH2:14][CH2:13]1.